This data is from Forward reaction prediction with 1.9M reactions from USPTO patents (1976-2016). The task is: Predict the product of the given reaction. (1) Given the reactants [Cl:1][C:2]1[CH:7]=[CH:6][C:5]([C:8]2[N:9]([CH2:14][C@H:15]([OH:20])[C:16]([F:19])([F:18])[F:17])[C:10](=[O:13])[NH:11][N:12]=2)=[CH:4][CH:3]=1.Br[CH2:22][C:23]1[CH:28]=[CH:27][N:26]=[C:25]([C:29]2[CH:34]=[CH:33][CH:32]=[CH:31][C:30]=2[Cl:35])[CH:24]=1, predict the reaction product. The product is: [Cl:1][C:2]1[CH:7]=[CH:6][C:5]([C:8]2[N:9]([CH2:14][C@H:15]([OH:20])[C:16]([F:18])([F:19])[F:17])[C:10](=[O:13])[N:11]([CH2:22][C:23]3[CH:28]=[CH:27][N:26]=[C:25]([C:29]4[CH:34]=[CH:33][CH:32]=[CH:31][C:30]=4[Cl:35])[CH:24]=3)[N:12]=2)=[CH:4][CH:3]=1. (2) Given the reactants [NH2:1][C:2]1[S:3][C:4]([O:13][CH3:14])=[C:5]([CH3:12])[C:6]=1[C:7]([O:9]CC)=O.ClC(Cl)(O[C:19](=[O:25])OC(Cl)(Cl)Cl)Cl.C(N(CC)CC)C.[C:34]1([C@H:40]([NH2:42])[CH3:41])[CH:39]=[CH:38][CH:37]=[CH:36][CH:35]=1, predict the reaction product. The product is: [CH3:14][O:13][C:4]1[S:3][C:2]2[NH:1][C:19](=[O:25])[N:42]([C@@H:40]([C:34]3[CH:39]=[CH:38][CH:37]=[CH:36][CH:35]=3)[CH3:41])[C:7](=[O:9])[C:6]=2[C:5]=1[CH3:12]. (3) Given the reactants [OH:1][C@@H:2]1[CH2:6][C@H:5](O)[C@H:4]([CH2:8][C:9]([OH:11])=[O:10])[C@H:3]1[CH:12]=[CH:13][C@H:14]([OH:20])[CH2:15][CH2:16][CH2:17][CH2:18][CH3:19].CC(OC)(C)C.ClC(Cl)(Cl)C(O)=O, predict the reaction product. The product is: [OH:1][C@H:2]1[CH2:6][C@H:5]2[O:10][C:9](=[O:11])[CH2:8][C@H:4]2[C@@H:3]1/[CH:12]=[CH:13]/[C@H:14]([OH:20])[CH2:15][CH2:16][CH2:17][CH2:18][CH3:19]. (4) The product is: [NH2:3][C:4]1[CH:9]=[C:8]([O:30][CH2:29][CH2:28][CH2:27][N:21]2[CH2:26][CH2:25][O:24][CH2:23][CH2:22]2)[C:7]([F:11])=[CH:6][C:5]=1[C:12]([C:14]1[CH:19]=[CH:18][CH:17]=[CH:16][C:15]=1[Cl:20])=[O:13]. Given the reactants [H-].[Na+].[NH2:3][C:4]1[CH:9]=[C:8](F)[C:7]([F:11])=[CH:6][C:5]=1[C:12]([C:14]1[CH:19]=[CH:18][CH:17]=[CH:16][C:15]=1[Cl:20])=[O:13].[N:21]1([CH2:27][CH2:28][CH2:29][OH:30])[CH2:26][CH2:25][O:24][CH2:23][CH2:22]1, predict the reaction product.